Dataset: Full USPTO retrosynthesis dataset with 1.9M reactions from patents (1976-2016). Task: Predict the reactants needed to synthesize the given product. (1) Given the product [F:1][C:2]1[CH:24]=[CH:23][CH:22]=[CH:21][C:3]=1[CH2:4][C@@H:5]1[CH2:10][C@@H:9]([C:11]2[O:15][NH:14][C:13](=[O:16])[CH:12]=2)[CH2:8][CH2:7][N:6]1[C:17]([O:19][CH3:20])=[O:18].[F:1][C:2]1[CH:24]=[CH:23][CH:22]=[CH:21][C:3]=1[CH2:4][C@H:5]1[CH2:10][C@H:9]([C:11]2[O:15][NH:14][C:13](=[O:16])[CH:12]=2)[CH2:8][CH2:7][N:6]1[C:17]([O:19][CH3:20])=[O:18], predict the reactants needed to synthesize it. The reactants are: [F:1][C:2]1[CH:24]=[CH:23][CH:22]=[CH:21][C:3]=1[CH2:4][C@H:5]1[CH2:10][C@H:9]([C:11]2[O:15][NH:14][C:13](=[O:16])[CH:12]=2)[CH2:8][CH2:7][N:6]1[C:17]([O:19][CH3:20])=[O:18].CCO.C(#N)C. (2) Given the product [CH3:18][O:17][C:10]1([CH2:9][NH2:8])[CH2:11][O:12][CH2:13][CH2:14][O:15][CH2:16]1, predict the reactants needed to synthesize it. The reactants are: C([N:8](CC1C=CC=CC=1)[CH2:9][C:10]1([O:17][CH3:18])[CH2:16][O:15][CH2:14][CH2:13][O:12][CH2:11]1)C1C=CC=CC=1.[H][H]. (3) Given the product [CH3:14][C:13]1([CH2:16][C:17]([O:19][CH2:20][CH3:21])=[O:18])[CH:15]=[CH:4][C:3]2[C:2](=[C:9]([CH3:10])[C:8]([CH3:11])=[CH:7][C:6]=2[CH3:12])[O:1]1, predict the reactants needed to synthesize it. The reactants are: [OH:1][C:2]1[C:9]([CH3:10])=[C:8]([CH3:11])[CH:7]=[C:6]([CH3:12])[C:3]=1[CH:4]=O.[C:13](=[C:16](C(OCC)=O)[C:17]([O:19][CH2:20][CH3:21])=[O:18])([CH3:15])[CH3:14].C(=O)([O-])[O-].[K+].[K+]. (4) Given the product [O:15]=[C:9]1[CH2:8][C:7]2[C:11](=[CH:12][CH:13]=[CH:14][C:6]=2[NH:5][C:3]([CH2:2][N:18]2[CH2:19][CH:20]3[N:23]([C:24]([O:26][C:7]([CH3:11])([CH3:8])[CH3:6])=[O:25])[CH:16]([CH2:22][CH2:21]3)[CH2:17]2)=[O:4])[NH:10]1, predict the reactants needed to synthesize it. The reactants are: Cl[CH2:2][C:3]([NH:5][C:6]1[CH:14]=[CH:13][CH:12]=[C:11]2[C:7]=1[CH2:8][C:9](=[O:15])[NH:10]2)=[O:4].[CH:16]12[N:23]([C:24]([O-:26])=[O:25])[CH:20]([CH2:21][CH2:22]1)[CH2:19][NH:18][CH2:17]2. (5) Given the product [CH3:1][O:2][C:3]1[CH:23]=[C:22]([O:24][CH3:25])[CH:21]=[CH:20][C:4]=1[CH2:5][NH:6][C:7](=[O:19])[CH2:8][CH:9]1[CH2:14][CH2:13][C:12](=[O:15])[CH:11]=[CH:10]1, predict the reactants needed to synthesize it. The reactants are: [CH3:1][O:2][C:3]1[CH:23]=[C:22]([O:24][CH3:25])[CH:21]=[CH:20][C:4]=1[CH2:5][NH:6][C:7](=[O:19])[CH2:8][CH:9]1[CH2:14][CH2:13][C:12]([O:15]CC)=[CH:11][C:10]1=O.[H-].C([Al+]CC(C)C)C(C)C.Cl.